From a dataset of Forward reaction prediction with 1.9M reactions from USPTO patents (1976-2016). Predict the product of the given reaction. (1) Given the reactants [CH3:1][C:2]1[CH:3]=[C:4]2[C:8](=[CH:9][CH:10]=1)[NH:7][C:6]([C:11]([O:13][CH2:14][CH3:15])=[O:12])=[CH:5]2.I[C:17]1[CH:22]=[CH:21][C:20]([CH3:23])=[CH:19][CH:18]=1.CNC1CCCCC1NC.P([O-])([O-])([O-])=O.[K+].[K+].[K+], predict the reaction product. The product is: [CH3:1][C:2]1[CH:3]=[C:4]2[C:8](=[CH:9][CH:10]=1)[N:7]([C:17]1[CH:22]=[CH:21][C:20]([CH3:23])=[CH:19][CH:18]=1)[C:6]([C:11]([O:13][CH2:14][CH3:15])=[O:12])=[CH:5]2. (2) Given the reactants [O:1]=[C:2]1[C:6]2([CH2:11][CH2:10][NH:9][CH2:8][CH2:7]2)[N:5]([C:12]2[CH:17]=[CH:16][CH:15]=[CH:14][CH:13]=2)[CH2:4][N:3]1[CH2:18][C:19]1[CH:20]=[C:21]([CH:29]=[CH:30][CH:31]=1)[C:22]([O:24][C:25]([CH3:28])([CH3:27])[CH3:26])=[O:23].[C:32]([O:40][CH2:41][N:42]1[C:46]2[CH:47]=[CH:48][CH:49]=[CH:50][C:45]=2[N:44]([CH2:51][CH2:52][CH2:53]Cl)[C:43]1=[O:55])(=[O:39])[CH2:33][CH2:34][CH2:35][CH2:36][CH2:37][CH3:38].[I-].[Na+].C(=O)([O-])[O-].[K+].[K+], predict the reaction product. The product is: [C:32]([O:40][CH2:41][N:42]1[C:46]2[CH:47]=[CH:48][CH:49]=[CH:50][C:45]=2[N:44]([CH2:51][CH2:52][CH2:53][N:9]2[CH2:10][CH2:11][C:6]3([N:5]([C:12]4[CH:13]=[CH:14][CH:15]=[CH:16][CH:17]=4)[CH2:4][N:3]([CH2:18][C:19]4[CH:20]=[C:21]([CH:29]=[CH:30][CH:31]=4)[C:22]([O:24][C:25]([CH3:28])([CH3:26])[CH3:27])=[O:23])[C:2]3=[O:1])[CH2:7][CH2:8]2)[C:43]1=[O:55])(=[O:39])[CH2:33][CH2:34][CH2:35][CH2:36][CH2:37][CH3:38]. (3) Given the reactants CN(C)C=O.C(=O)([O-])[O-].[K+].[K+].I[C:13]1[C:18]([O:19][C:20]2[C:29]3[C:24](=[CH:25][C:26]([O:32][CH3:33])=[C:27]([O:30][CH3:31])[CH:28]=3)[N:23]=[CH:22][CH:21]=2)=[CH:17][CH:16]=[C:15]([CH3:34])[N:14]=1.[C:35]([C:38]1[CH:43]=[CH:42][C:41](B(O)O)=[CH:40][CH:39]=1)(=[O:37])[CH3:36], predict the reaction product. The product is: [CH3:31][O:30][C:27]1[CH:28]=[C:29]2[C:24](=[CH:25][C:26]=1[O:32][CH3:33])[N:23]=[CH:22][CH:21]=[C:20]2[O:19][C:18]1[C:13]([C:41]2[CH:42]=[CH:43][C:38]([C:35](=[O:37])[CH3:36])=[CH:39][CH:40]=2)=[N:14][C:15]([CH3:34])=[CH:16][CH:17]=1. (4) Given the reactants [CH3:1][N:2]1[CH:6]=[C:5]([C:7]2[C:8]([C:24]([N:26]3[CH2:31][CH2:30][CH2:29][CH2:28][CH2:27]3)=[O:25])=[CH:9][C:10]([O:16][CH2:17][C:18]3[CH:23]=[CH:22][CH:21]=[CH:20][CH:19]=3)=[C:11]([CH:15]=2)[C:12]([OH:14])=O)[CH:4]=[N:3]1.C(N(C(C)C)CC)(C)C.[NH2:41][C:42]1[CH:43]=[N:44][CH:45]=[CH:46][CH:47]=1.ON1C2N=CC=CC=2N=N1.C(Cl)CCl, predict the reaction product. The product is: [CH3:1][N:2]1[CH:6]=[C:5]([C:7]2[C:8]([C:24]([N:26]3[CH2:31][CH2:30][CH2:29][CH2:28][CH2:27]3)=[O:25])=[CH:9][C:10]([O:16][CH2:17][C:18]3[CH:23]=[CH:22][CH:21]=[CH:20][CH:19]=3)=[C:11]([CH:15]=2)[C:12]([NH:41][C:42]2[CH:43]=[N:44][CH:45]=[CH:46][CH:47]=2)=[O:14])[CH:4]=[N:3]1. (5) The product is: [F:1][C:2]([F:11])([F:10])[CH:3]1[CH2:8][CH2:7][CH2:6][C:5](=[N:13][OH:14])[CH2:4]1. Given the reactants [F:1][C:2]([F:11])([F:10])[CH:3]1[CH2:8][CH2:7][CH2:6][C:5](=O)[CH2:4]1.Cl.[NH2:13][OH:14].C([O-])(=O)C.[Na+].C(OCC)(=O)C, predict the reaction product. (6) Given the reactants [CH3:1][C:2]1[CH:7]=[CH:6][C:5]([NH:8][C:9](=[O:23])[C:10]2[CH:15]=[CH:14][C:13]([CH2:16][N:17]3[CH2:22][CH2:21][NH:20][CH2:19][CH2:18]3)=[CH:12][CH:11]=2)=[CH:4][C:3]=1[NH:24][C:25]1[N:30]=[C:29]([C:31]2[CH:32]=[N:33][CH:34]=[CH:35][CH:36]=2)[CH:28]=[CH:27][N:26]=1.Br[CH2:38][CH2:39][P:40](=[O:47])([O:44][CH2:45][CH3:46])[O:41][CH2:42][CH3:43].C([O-])([O-])=O.[K+].[K+], predict the reaction product. The product is: [CH2:42]([O:41][P:40]([CH2:39][CH2:38][N:20]1[CH2:19][CH2:18][N:17]([CH2:16][C:13]2[CH:12]=[CH:11][C:10]([C:9](=[O:23])[NH:8][C:5]3[CH:6]=[CH:7][C:2]([CH3:1])=[C:3]([NH:24][C:25]4[N:30]=[C:29]([C:31]5[CH:32]=[N:33][CH:34]=[CH:35][CH:36]=5)[CH:28]=[CH:27][N:26]=4)[CH:4]=3)=[CH:15][CH:14]=2)[CH2:22][CH2:21]1)(=[O:47])[O:44][CH2:45][CH3:46])[CH3:43]. (7) Given the reactants [CH2:1]1[C:9]2[C:4](=[CH:5][CH:6]=[CH:7][CH:8]=2)[CH2:3][N:2]1[C:10]([NH:12][C:13]1[CH:18]=[CH:17][C:16]([C:19]2[CH2:24][CH2:23][N:22](C(OC(C)(C)C)=O)[CH2:21][CH:20]=2)=[CH:15][CH:14]=1)=[O:11], predict the reaction product. The product is: [NH:22]1[CH2:21][CH2:20][CH:19]([C:16]2[CH:17]=[CH:18][C:13]([NH:12][C:10]([N:2]3[CH2:3][C:4]4[C:9](=[CH:8][CH:7]=[CH:6][CH:5]=4)[CH2:1]3)=[O:11])=[CH:14][CH:15]=2)[CH2:24][CH2:23]1. (8) Given the reactants [Cl:1][C:2]1[CH:7]=[CH:6][CH:5]=[CH:4][C:3]=1[C@H:8]([O:10][C:11](=[O:26])[NH:12][C:13]1[C:14]([C:19]2[CH:24]=[CH:23][C:22](Br)=[CH:21][CH:20]=2)=[N:15][O:16][C:17]=1[CH3:18])[CH3:9].C([O:29][C:30]([CH2:32][C:33]1[CH:38]=[CH:37][C:36](B(O)O)=[CH:35][CH:34]=1)=[O:31])C, predict the reaction product. The product is: [Cl:1][C:2]1[CH:7]=[CH:6][CH:5]=[CH:4][C:3]=1[C@H:8]([O:10][C:11]([NH:12][C:13]1[C:14]([C:19]2[CH:24]=[CH:23][C:22]([C:36]3[CH:37]=[CH:38][C:33]([CH2:32][C:30]([OH:31])=[O:29])=[CH:34][CH:35]=3)=[CH:21][CH:20]=2)=[N:15][O:16][C:17]=1[CH3:18])=[O:26])[CH3:9].